Dataset: Full USPTO retrosynthesis dataset with 1.9M reactions from patents (1976-2016). Task: Predict the reactants needed to synthesize the given product. Given the product [CH:1]1([NH:4][S:5]([C:8]2[CH:13]=[CH:12][C:11]([F:14])=[C:10]([NH2:15])[CH:9]=2)(=[O:7])=[O:6])[CH2:3][CH2:2]1, predict the reactants needed to synthesize it. The reactants are: [CH:1]1([NH:4][S:5]([C:8]2[CH:13]=[CH:12][C:11]([F:14])=[C:10]([N+:15]([O-])=O)[CH:9]=2)(=[O:7])=[O:6])[CH2:3][CH2:2]1.